This data is from Catalyst prediction with 721,799 reactions and 888 catalyst types from USPTO. The task is: Predict which catalyst facilitates the given reaction. (1) Reactant: C[O:2][C:3]1[CH:18]=[CH:17][C:6]2[N:7]([CH2:10][C:11]3[CH:16]=[CH:15][CH:14]=[CH:13][CH:12]=3)[CH:8]=[N:9][C:5]=2[C:4]=1[C:19]([O:21]C)=[O:20]. Product: [OH:2][C:3]1[CH:18]=[CH:17][C:6]2[N:7]([CH2:10][C:11]3[CH:16]=[CH:15][CH:14]=[CH:13][CH:12]=3)[CH:8]=[N:9][C:5]=2[C:4]=1[C:19]([OH:21])=[O:20]. The catalyst class is: 201. (2) Reactant: B(Br)(Br)Br.C[O:6][C:7]1[CH:12]=[C:11]([N:13]2[CH:17]=[CH:16][CH:15]=[N:14]2)[CH:10]=[CH:9][C:8]=1[C:18]1[S:22][C:21]([N:23]2[CH2:28][CH2:27][N:26](C(OC(C)(C)C)=O)[CH2:25][CH2:24]2)=[N:20][N:19]=1. Product: [N:23]1([C:21]2[S:22][C:18]([C:8]3[CH:9]=[CH:10][C:11]([N:13]4[CH:17]=[CH:16][CH:15]=[N:14]4)=[CH:12][C:7]=3[OH:6])=[N:19][N:20]=2)[CH2:24][CH2:25][NH:26][CH2:27][CH2:28]1. The catalyst class is: 61. (3) Reactant: [CH2:1]([NH:4][C:5]1[C:14]2[C:9](=[CH:10][CH:11]=[C:12]([N+:15]([O-:17])=[O:16])[CH:13]=2)[N:8]=[C:7](Cl)[N:6]=1)[CH:2]=[CH2:3].[CH3:19][O:20][CH2:21][CH2:22][NH2:23]. Product: [CH2:1]([NH:4][C:5]1[C:14]2[C:9](=[CH:10][CH:11]=[C:12]([N+:15]([O-:17])=[O:16])[CH:13]=2)[N:8]=[C:7]([NH:23][CH2:22][CH2:21][O:20][CH3:19])[N:6]=1)[CH:2]=[CH2:3]. The catalyst class is: 6.